From a dataset of Full USPTO retrosynthesis dataset with 1.9M reactions from patents (1976-2016). Predict the reactants needed to synthesize the given product. (1) Given the product [OH:15][C@@:7]1([C:16]([F:18])([F:17])[F:19])[C:6]2[CH:5]=[C:4]([O:20][CH2:21][C@@H:22]([OH:24])[CH3:23])[CH:3]=[C:2]([C:36]3[CH:35]=[N:34][N:33]([C:26]([CH3:25])([CH3:32])[C:27]([O:29][CH2:30][CH3:31])=[O:28])[CH:37]=3)[C:14]=2[C:13]2[C:8]1=[CH:9][CH:10]=[CH:11][CH:12]=2, predict the reactants needed to synthesize it. The reactants are: Cl[C:2]1[C:14]2[C:13]3[C:8](=[CH:9][CH:10]=[CH:11][CH:12]=3)[C@@:7]([C:16]([F:19])([F:18])[F:17])([OH:15])[C:6]=2[CH:5]=[C:4]([O:20][CH2:21][C@@H:22]([OH:24])[CH3:23])[CH:3]=1.[CH3:25][C:26]([N:33]1[CH:37]=[C:36](B2OC(C)(C)C(C)(C)O2)[CH:35]=[N:34]1)([CH3:32])[C:27]([O:29][CH2:30][CH3:31])=[O:28].C(=O)([O-])O.[Na+].C1(P(C2CCCCC2)C2C=CC=CC=2C2C(OC)=CC=CC=2OC)CCCCC1. (2) Given the product [CH3:18][O:15][C:14]([C:3]1[C:2]([NH2:1])=[CH:7][N:6]=[C:5]([C:8]2[CH:13]=[CH:12][CH:11]=[CH:10][CH:9]=2)[N:4]=1)=[O:16], predict the reactants needed to synthesize it. The reactants are: [NH2:1][C:2]1[C:3]([C:14]([OH:16])=[O:15])=[N:4][C:5]([C:8]2[CH:13]=[CH:12][CH:11]=[CH:10][CH:9]=2)=[N:6][CH:7]=1.F[C:18](F)(F)C(OC(=O)C(F)(F)F)=O. (3) Given the product [N:13]1([CH2:9][C:8]2[CH:11]=[CH:12][C:5]([NH:4][C:1](=[O:3])[CH3:2])=[CH:6][CH:7]=2)[CH2:18][CH2:17][CH2:16][CH2:15][CH2:14]1, predict the reactants needed to synthesize it. The reactants are: [C:1]([NH:4][C:5]1[CH:12]=[CH:11][C:8]([CH:9]=O)=[CH:7][CH:6]=1)(=[O:3])[CH3:2].[NH:13]1[CH2:18][CH2:17][CH2:16][CH2:15][CH2:14]1.[BH-](OC(C)=O)(OC(C)=O)OC(C)=O.[Na+].CCN(C(C)C)C(C)C.C([O-])(O)=O.[Na+]. (4) Given the product [Cl:11][C:12]1[CH:13]=[C:14]([CH:15]=[CH:16][C:17]=1[Cl:18])[O:19][C:2]1[N:6]([CH3:7])[N:5]=[C:4]([CH3:8])[C:3]=1[CH:9]=[O:10], predict the reactants needed to synthesize it. The reactants are: Cl[C:2]1[N:6]([CH3:7])[N:5]=[C:4]([CH3:8])[C:3]=1[CH:9]=[O:10].[Cl:11][C:12]1[CH:13]=[C:14]([OH:19])[CH:15]=[CH:16][C:17]=1[Cl:18].[OH-].[K+].O.